From a dataset of Forward reaction prediction with 1.9M reactions from USPTO patents (1976-2016). Predict the product of the given reaction. (1) Given the reactants [Cl:1][C:2]1[CH:7]=[CH:6][C:5](B(O)O)=[CH:4][CH:3]=1.[CH3:11][O:12][C:13](=[O:37])[C:14]1[CH:19]=[CH:18][CH:17]=[C:16]([CH2:20][N:21]([C:29](=[O:36])[C:30]#[C:31][C:32]([CH3:35])([CH3:34])[CH3:33])[C:22]2[CH:27]=[CH:26][CH:25]=[CH:24][C:23]=2I)[CH:15]=1, predict the reaction product. The product is: [CH3:11][O:12][C:13](=[O:37])[C:14]1[CH:19]=[CH:18][CH:17]=[C:16]([CH2:20][N:21]2[C:22]3[C:27](=[CH:26][CH:25]=[CH:24][CH:23]=3)/[C:30](=[C:31](/[C:5]3[CH:6]=[CH:7][C:2]([Cl:1])=[CH:3][CH:4]=3)\[C:32]([CH3:35])([CH3:34])[CH3:33])/[C:29]2=[O:36])[CH:15]=1. (2) Given the reactants [Si:1]([O:8][C:9]1[CH:10]=[C:11]([NH2:16])[C:12]([NH2:15])=[CH:13][CH:14]=1)([C:4]([CH3:7])([CH3:6])[CH3:5])([CH3:3])[CH3:2].Br[CH2:18][C:19]([C:21]1[CH:26]=[CH:25][C:24]([N:27]([CH3:29])[CH3:28])=[CH:23][CH:22]=1)=O, predict the reaction product. The product is: [Si:1]([O:8][C:9]1[CH:10]=[C:11]2[C:12](=[CH:13][CH:14]=1)[N:15]=[C:19]([C:21]1[CH:26]=[CH:25][C:24]([N:27]([CH3:29])[CH3:28])=[CH:23][CH:22]=1)[CH:18]=[N:16]2)([C:4]([CH3:7])([CH3:6])[CH3:5])([CH3:3])[CH3:2].